Task: Predict the reactants needed to synthesize the given product.. Dataset: Full USPTO retrosynthesis dataset with 1.9M reactions from patents (1976-2016) (1) Given the product [Si:11]([O:18][CH2:19][CH:20]1[CH2:25][CH2:24][C:23]([O:28][CH3:29])([C:26]([OH:8])=[O:27])[CH2:22][CH2:21]1)([C:14]([CH3:17])([CH3:16])[CH3:15])([CH3:12])[CH3:13], predict the reactants needed to synthesize it. The reactants are: P([O-])(O)(O)=O.[Na+].Cl([O-])=[O:8].[Na+].[Si:11]([O:18][CH2:19][CH:20]1[CH2:25][CH2:24][C:23]([O:28][CH3:29])([CH:26]=[O:27])[CH2:22][CH2:21]1)([C:14]([CH3:17])([CH3:16])[CH3:15])([CH3:13])[CH3:12].CC(=CC)C. (2) The reactants are: [OH:1][C:2]1[CH:7]=[CH:6][C:5]([CH2:8][C:9]([NH:12][C:13](=[O:22])[O:14][CH2:15][C:16]2[CH:21]=[CH:20][CH:19]=[CH:18][CH:17]=2)([CH3:11])[CH3:10])=[CH:4][CH:3]=1.[CH2:23](I)[CH3:24].C(=O)([O-])[O-].[K+].[K+]. Given the product [CH2:23]([O:1][C:2]1[CH:3]=[CH:4][C:5]([CH2:8][C:9]([NH:12][C:13](=[O:22])[O:14][CH2:15][C:16]2[CH:21]=[CH:20][CH:19]=[CH:18][CH:17]=2)([CH3:11])[CH3:10])=[CH:6][CH:7]=1)[CH3:24], predict the reactants needed to synthesize it.